Dataset: Full USPTO retrosynthesis dataset with 1.9M reactions from patents (1976-2016). Task: Predict the reactants needed to synthesize the given product. (1) Given the product [CH2:1]([NH:3][C:4](=[O:15])[C:5]1[CH:10]=[CH:9][C:8]([N+:11]([O-:13])=[O:12])=[C:7]([O:14][CH2:22][C:23]2[CH:28]=[CH:27][CH:26]=[CH:25][CH:24]=2)[CH:6]=1)[CH3:2], predict the reactants needed to synthesize it. The reactants are: [CH2:1]([NH:3][C:4](=[O:15])[C:5]1[CH:10]=[CH:9][C:8]([N+:11]([O-:13])=[O:12])=[C:7]([OH:14])[CH:6]=1)[CH3:2].C(=O)([O-])[O-].[K+].[K+].[CH2:22](Br)[C:23]1[CH:28]=[CH:27][CH:26]=[CH:25][CH:24]=1. (2) Given the product [C:1]([N:5]1[C:9]([NH:10][C:11]2[N:16]=[C:15]([CH2:17][C:18]3([C:31]([O:33][CH2:34][CH3:35])=[O:32])[CH2:23][CH2:22][NH:21][CH2:20][CH2:19]3)[CH:14]=[CH:13][CH:12]=2)=[CH:8][CH:7]=[N:6]1)([CH3:3])([CH3:4])[CH3:2], predict the reactants needed to synthesize it. The reactants are: [C:1]([N:5]1[C:9]([NH:10][C:11]2[N:16]=[C:15]([CH2:17][C:18]3([C:31]([O:33][CH2:34][CH3:35])=[O:32])[CH2:23][CH2:22][N:21](C(OC(C)(C)C)=O)[CH2:20][CH2:19]3)[CH:14]=[CH:13][CH:12]=2)=[CH:8][CH:7]=[N:6]1)([CH3:4])([CH3:3])[CH3:2].Cl. (3) Given the product [Cl:24][CH2:23][CH2:22][O:21][CH2:20][C:3]1([C:1]#[N:2])[CH2:8][CH2:7][N:6]([C:9]([O:11][CH2:12][C:13]2[CH:14]=[CH:15][CH:16]=[CH:17][CH:18]=2)=[O:10])[CH2:5][CH2:4]1, predict the reactants needed to synthesize it. The reactants are: [C:1]([CH:3]1[CH2:8][CH2:7][N:6]([C:9]([O:11][CH2:12][C:13]2[CH:18]=[CH:17][CH:16]=[CH:15][CH:14]=2)=[O:10])[CH2:5][CH2:4]1)#[N:2].Cl[CH2:20][O:21][CH2:22][CH2:23][Cl:24].[Li+].C[Si]([N-][Si](C)(C)C)(C)C. (4) Given the product [CH3:1][N:2]([CH3:27])[CH2:3][CH2:4][N:5]([CH3:26])[C:6]1[N:11]=[CH:10][C:9]([C:12]2[N:16]3[CH:17]=[CH:18][CH:19]=[CH:20][C:15]3=[N:14][C:13]=2[CH2:21][OH:22])=[CH:8][CH:7]=1, predict the reactants needed to synthesize it. The reactants are: [CH3:1][N:2]([CH3:27])[CH2:3][CH2:4][N:5]([CH3:26])[C:6]1[N:11]=[CH:10][C:9]([C:12]2[N:16]3[CH:17]=[CH:18][CH:19]=[CH:20][C:15]3=[N:14][C:13]=2[C:21](OCC)=[O:22])=[CH:8][CH:7]=1.[BH4-].[Li+].[OH-].[Na+]. (5) Given the product [CH:19]1([NH:18][C:14]2[N:13]=[C:12]([C:11]3[C:10]([C:24]4[CH:29]=[CH:28][C:27]([F:30])=[CH:26][CH:25]=4)=[N:9][N:7]4[CH:8]=[C:3]([CH2:2][NH:36][CH:31]5[CH2:35][CH2:34][CH2:33][CH2:32]5)[CH:4]=[CH:5][C:6]=34)[CH:17]=[CH:16][N:15]=2)[CH2:23][CH2:22][CH2:21][CH2:20]1, predict the reactants needed to synthesize it. The reactants are: Br[CH2:2][C:3]1[CH:4]=[CH:5][C:6]2[N:7]([N:9]=[C:10]([C:24]3[CH:29]=[CH:28][C:27]([F:30])=[CH:26][CH:25]=3)[C:11]=2[C:12]2[CH:17]=[CH:16][N:15]=[C:14]([NH:18][CH:19]3[CH2:23][CH2:22][CH2:21][CH2:20]3)[N:13]=2)[CH:8]=1.[CH:31]1([NH2:36])[CH2:35][CH2:34][CH2:33][CH2:32]1. (6) Given the product [CH2:18]([O:25][C:26]1[C:35]2[C:30](=[CH:31][CH:32]=[CH:33][CH:34]=2)[N:29]=[C:28]([CH2:36][O:37][C:2]2[C:7]([Cl:8])=[CH:6][C:5]([Cl:9])=[C:4]([O:10][CH2:11][CH:12]3[CH2:17][CH2:16][O:15][CH2:14][CH2:13]3)[N:3]=2)[C:27]=1[CH3:38])[C:19]1[CH:20]=[CH:21][CH:22]=[CH:23][CH:24]=1, predict the reactants needed to synthesize it. The reactants are: Cl[C:2]1[C:7]([Cl:8])=[CH:6][C:5]([Cl:9])=[C:4]([O:10][CH2:11][CH:12]2[CH2:17][CH2:16][O:15][CH2:14][CH2:13]2)[N:3]=1.[CH2:18]([O:25][C:26]1[C:35]2[C:30](=[CH:31][CH:32]=[CH:33][CH:34]=2)[N:29]=[C:28]([CH2:36][OH:37])[C:27]=1[CH3:38])[C:19]1[CH:24]=[CH:23][CH:22]=[CH:21][CH:20]=1.[H-].[Na+].O.